This data is from Reaction yield outcomes from USPTO patents with 853,638 reactions. The task is: Predict the reaction yield, written as a fraction of the theoretical maximum amount of product (1.0 means a 100% yield; for example, 0.34 means a 34% yield). The reactants are CC(O)=O.CCO.[Cl:8][C:9]1[C:25]([F:26])=[CH:24][CH:23]=[C:22]([Cl:27])[C:10]=1[CH2:11][O:12][C:13]1[C:14]([N+:19]([O-])=O)=[N:15][CH:16]=[CH:17][CH:18]=1.C(=O)([O-])[O-].[Na+].[Na+]. The catalyst is [Fe].O.C(OCC)C. The product is [Cl:8][C:9]1[C:25]([F:26])=[CH:24][CH:23]=[C:22]([Cl:27])[C:10]=1[CH2:11][O:12][C:13]1[C:14]([NH2:19])=[N:15][CH:16]=[CH:17][CH:18]=1. The yield is 0.990.